Task: Predict which catalyst facilitates the given reaction.. Dataset: Catalyst prediction with 721,799 reactions and 888 catalyst types from USPTO (1) Reactant: [F:1][C:2]([C:5]1[CH:9]=[CH:8][NH:7][N:6]=1)([F:4])[CH3:3].[CH2:10]=[O:11]. Product: [F:1][C:2]([C:5]1[CH:9]=[CH:8][N:7]([CH2:10][OH:11])[N:6]=1)([F:4])[CH3:3]. The catalyst class is: 8. (2) The catalyst class is: 6. Reactant: F[C:2]1[N:7]=[CH:6][C:5]([C:8]2[CH2:13][CH2:12][CH:11]([N:14]3[C@@H:18]([C:19]4[CH:24]=[CH:23][CH:22]=[CH:21][CH:20]=4)[C:17]([CH3:26])([CH3:25])[O:16][C:15]3=[O:27])[CH2:10][CH:9]=2)=[CH:4][C:3]=1[C:28]1[N:33]=[CH:32][CH:31]=[CH:30][N:29]=1.[O:34]1CCOCC1.Cl. Product: [CH3:25][C:17]1([CH3:26])[O:16][C:15](=[O:27])[N:14]([CH:11]2[CH2:12][CH2:13][C:8]([C:5]3[CH:4]=[C:3]([C:28]4[N:33]=[CH:32][CH:31]=[CH:30][N:29]=4)[C:2](=[O:34])[NH:7][CH:6]=3)=[CH:9][CH2:10]2)[C@H:18]1[C:19]1[CH:24]=[CH:23][CH:22]=[CH:21][CH:20]=1. (3) Reactant: CCN(C(C)C)C(C)C.Br[CH2:11][CH2:12][C:13]([F:16])([F:15])[F:14].[CH3:17][C:18]1([CH3:51])[O:23][C:22]([NH:24][C:25]23[CH2:32][CH:31]4[CH2:33][C:27]([C:34]([NH2:36])=[O:35])([CH2:28][CH:29]2[CH2:30]4)[CH2:26]3)=[N:21][S:20](=[O:38])(=[O:37])[C@@H:19]1[C:39]1[CH:44]=[CH:43][C:42]([CH:45]2[CH2:50][CH2:49][NH:48][CH2:47][CH2:46]2)=[CH:41][CH:40]=1. Product: [CH3:17][C:18]1([CH3:51])[O:23][C:22]([NH:24][C:25]23[CH2:32][CH:31]4[CH2:33][C:27]([C:34]([NH2:36])=[O:35])([CH2:28][CH:29]2[CH2:30]4)[CH2:26]3)=[N:21][S:20](=[O:37])(=[O:38])[C@@H:19]1[C:39]1[CH:40]=[CH:41][C:42]([CH:45]2[CH2:50][CH2:49][N:48]([CH2:11][CH2:12][C:13]([F:16])([F:15])[F:14])[CH2:47][CH2:46]2)=[CH:43][CH:44]=1. The catalyst class is: 3. (4) Reactant: Br[C:2]1[CH:3]=[C:4]([C:9]([O:11][CH3:12])=[O:10])[CH:5]=[N:6][C:7]=1[Cl:8].[C:13]([O-])([O-])=O.[K+].[K+].CB1OB(C)OB(C)O1. Product: [Cl:8][C:7]1[N:6]=[CH:5][C:4]([C:9]([O:11][CH3:12])=[O:10])=[CH:3][C:2]=1[CH3:13]. The catalyst class is: 77.